Dataset: Forward reaction prediction with 1.9M reactions from USPTO patents (1976-2016). Task: Predict the product of the given reaction. (1) Given the reactants [CH2:1]([O:5][CH2:6][CH2:7][CH2:8][CH2:9][CH2:10][CH2:11][CH2:12][CH2:13][CH2:14][CH3:15])[CH:2]1[O:4][CH2:3]1.[CH3:16][C:17]([NH2:28])([CH3:27])[CH2:18][C:19]1[CH:24]=[CH:23][C:22]([O:25][CH3:26])=[CH:21][CH:20]=1, predict the reaction product. The product is: [OH:4][CH:2]([CH2:1][O:5][CH2:6][CH2:7][CH2:8][CH2:9][CH2:10][CH2:11][CH2:12][CH2:13][CH2:14][CH3:15])[CH2:3][NH:28][C:17]([CH3:27])([CH3:16])[CH2:18][C:19]1[CH:24]=[CH:23][C:22]([O:25][CH3:26])=[CH:21][CH:20]=1. (2) Given the reactants C(OC([NH:8][C@H:9]([C:14]1[CH:19]=[CH:18][C:17]([C:20](=[O:28])[NH:21][C:22]2[CH:27]=[CH:26][N:25]=[CH:24][CH:23]=2)=[CH:16][CH:15]=1)[CH2:10][C:11](O)=O)=O)(C)(C)C.[CH3:29][O:30][C:31]1[CH:36]=[CH:35][C:34]([S:37]([Cl:40])(=[O:39])=[O:38])=[CH:33][CH:32]=1.[CH3:41][CH2:42][N:43](C(C)C)C(C)C, predict the reaction product. The product is: [ClH:40].[ClH:40].[NH2:8][CH:9]([CH:10]1[CH2:11][CH2:41][CH2:42][N:43]1[S:37]([C:34]1[CH:35]=[CH:36][C:31]([O:30][CH3:29])=[CH:32][CH:33]=1)(=[O:39])=[O:38])[C:14]1[CH:15]=[CH:16][C:17]([C:20]([NH:21][C:22]2[CH:23]=[CH:24][N:25]=[CH:26][CH:27]=2)=[O:28])=[CH:18][CH:19]=1. (3) Given the reactants [Br:1][C:2]1[CH:7]=[CH:6][C:5]([OH:8])=[C:4]([C:9]2[NH:10][CH:11]=[CH:12][N:13]=2)[CH:3]=1.Br[CH2:15][CH2:16]Br.C(=O)([O-])[O-].[K+].[K+].C([O-])([O-])=O.[Cs+].[Cs+], predict the reaction product. The product is: [Br:1][C:2]1[CH:7]=[CH:6][C:5]2[O:8][CH2:16][CH2:15][N:10]3[C:9](=[N:13][CH:12]=[CH:11]3)[C:4]=2[CH:3]=1.